Task: Regression. Given a peptide amino acid sequence and an MHC pseudo amino acid sequence, predict their binding affinity value. This is MHC class I binding data.. Dataset: Peptide-MHC class I binding affinity with 185,985 pairs from IEDB/IMGT (1) The peptide sequence is KVKTELVMDK. The MHC is HLA-A68:01 with pseudo-sequence HLA-A68:01. The binding affinity (normalized) is 0.0979. (2) The peptide sequence is RRAALSGHL. The MHC is HLA-B27:20 with pseudo-sequence HLA-B27:20. The binding affinity (normalized) is 1.00. (3) The peptide sequence is TMFEALPHI. The MHC is HLA-A24:02 with pseudo-sequence HLA-A24:02. The binding affinity (normalized) is 0.216. (4) The peptide sequence is SLYSGFPSL. The MHC is HLA-B27:20 with pseudo-sequence HLA-B27:20. The binding affinity (normalized) is 0.695. (5) The peptide sequence is FPVRPQVPC. The MHC is H-2-Ld with pseudo-sequence H-2-Ld. The binding affinity (normalized) is 0. (6) The peptide sequence is ELADKVTKL. The MHC is HLA-A68:02 with pseudo-sequence HLA-A68:02. The binding affinity (normalized) is 0.893.